Dataset: Reaction yield outcomes from USPTO patents with 853,638 reactions. Task: Predict the reaction yield, written as a fraction of the theoretical maximum amount of product (1.0 means a 100% yield; for example, 0.34 means a 34% yield). (1) The reactants are [F:1][CH:2]([F:33])[C:3]1[N:7]([CH2:8][C:9]2[C:18]3[C:13](=[CH:14][CH:15]=[CH:16][CH:17]=3)[CH:12]=[CH:11][CH:10]=2)[C:6]2[CH:19]=[C:20]([N:27]3[CH2:32][CH2:31][O:30][CH2:29][CH2:28]3)[CH:21]=[C:22]([C:23]([O:25]C)=[O:24])[C:5]=2[N:4]=1.[Li+].[OH-]. The catalyst is C1COCC1. The product is [F:33][CH:2]([F:1])[C:3]1[N:7]([CH2:8][C:9]2[C:18]3[C:13](=[CH:14][CH:15]=[CH:16][CH:17]=3)[CH:12]=[CH:11][CH:10]=2)[C:6]2[CH:19]=[C:20]([N:27]3[CH2:32][CH2:31][O:30][CH2:29][CH2:28]3)[CH:21]=[C:22]([C:23]([OH:25])=[O:24])[C:5]=2[N:4]=1. The yield is 0.660. (2) The reactants are [CH3:1][C:2]1[CH:7]=[CH:6][C:5]([N+:8]([O-:10])=[O:9])=[CH:4][C:3]=1[NH2:11].[N:12]([O-])=O.[Na+]. The catalyst is C(O)(=O)C.O. The product is [N+:8]([C:5]1[CH:4]=[C:3]2[C:2]([CH:1]=[N:12][NH:11]2)=[CH:7][CH:6]=1)([O-:10])=[O:9]. The yield is 0.750. (3) The reactants are [NH2:1][C:2]1[C:3]([F:17])=[C:4]([CH:13]=[CH:14][C:15]=1[Cl:16])[CH2:5][NH:6][C:7](=[O:12])[C:8]([CH3:11])([CH3:10])[CH3:9].[C:18](N1C=CC=CC1=O)(N1C=CC=CC1=O)=[S:19]. No catalyst specified. The product is [Cl:16][C:15]1[CH:14]=[CH:13][C:4]([CH2:5][NH:6][C:7](=[O:12])[C:8]([CH3:11])([CH3:10])[CH3:9])=[C:3]([F:17])[C:2]=1[N:1]=[C:18]=[S:19]. The yield is 0.650. (4) The reactants are [OH-].[Na+].[CH3:3][C:4]1[CH:11]=[C:10]([O:12][CH2:13][C:14]2[CH:19]=[CH:18][CH:17]=[CH:16][C:15]=2[CH3:20])[CH:9]=[CH:8][C:5]=1[CH:6]=O.Cl.[CH3:22][C:23]([CH3:25])=[O:24]. The catalyst is O. The product is [CH3:3][C:4]1[CH:11]=[C:10]([O:12][CH2:13][C:14]2[CH:19]=[CH:18][CH:17]=[CH:16][C:15]=2[CH3:20])[CH:9]=[CH:8][C:5]=1[CH:6]=[CH:22][C:23](=[O:24])[CH3:25]. The yield is 0.630. (5) The reactants are C(=O)([O-])O.[Na+].O.C(=O)([O-])O.[Na+].[NH2:12]OS(O)(=O)=O.[CH3:18][O:19][C:20]([C:22]([C:27]([O:29]C)=O)=[C:23]([S:25][CH3:26])[SH:24])=[O:21]. The catalyst is O. The product is [CH3:18][O:19][C:20]([C:22]1[C:27]([OH:29])=[N:12][S:24][C:23]=1[S:25][CH3:26])=[O:21]. The yield is 0.730.